Dataset: Forward reaction prediction with 1.9M reactions from USPTO patents (1976-2016). Task: Predict the product of the given reaction. Given the reactants [CH:1]([C:4]1[CH:5]=[CH:6][C:7]([O:52][CH3:53])=[C:8]([C:10]2[CH:15]=[CH:14][C:13]([C:16]([F:19])([F:18])[F:17])=[CH:12][C:11]=2[CH2:20][N:21]([CH2:34][C:35]2[CH:36]=[C:37]([CH:45]=[C:46]([C:48]([F:51])([F:50])[F:49])[CH:47]=2)[O:38][CH2:39][CH2:40][CH2:41][C:42]([OH:44])=[O:43])[C:22]2[N:27]=[CH:26][C:25]([N:28]3[CH2:33][CH2:32][O:31][CH2:30][CH2:29]3)=[CH:24][N:23]=2)[CH:9]=1)([CH3:3])[CH3:2].[OH-].[Na+:55], predict the reaction product. The product is: [Na+:55].[CH:1]([C:4]1[CH:5]=[CH:6][C:7]([O:52][CH3:53])=[C:8]([C:10]2[CH:15]=[CH:14][C:13]([C:16]([F:19])([F:18])[F:17])=[CH:12][C:11]=2[CH2:20][N:21]([CH2:34][C:35]2[CH:36]=[C:37]([CH:45]=[C:46]([C:48]([F:51])([F:49])[F:50])[CH:47]=2)[O:38][CH2:39][CH2:40][CH2:41][C:42]([O-:44])=[O:43])[C:22]2[N:27]=[CH:26][C:25]([N:28]3[CH2:29][CH2:30][O:31][CH2:32][CH2:33]3)=[CH:24][N:23]=2)[CH:9]=1)([CH3:3])[CH3:2].